From a dataset of Full USPTO retrosynthesis dataset with 1.9M reactions from patents (1976-2016). Predict the reactants needed to synthesize the given product. (1) Given the product [ClH:23].[N:39]1[CH:40]=[CH:41][C:36]([NH:35][C:27]([N:14]2[C@@H:15]3[CH2:19][N:18]([CH2:17][CH2:16]3)[C:12]3[CH:11]=[CH:10][C:9]([N:5]4[CH2:6][CH2:7][CH2:8][CH:3]([C:2]([F:1])([F:21])[F:22])[CH2:4]4)=[N:20][C:13]2=3)=[O:33])=[N:37][CH:38]=1, predict the reactants needed to synthesize it. The reactants are: [F:1][C:2]([F:22])([F:21])[CH:3]1[CH2:8][CH2:7][CH2:6][N:5]([C:9]2[CH:10]=[CH:11][C:12]3[N:18]4[CH2:19][C@H:15]([CH2:16][CH2:17]4)[NH:14][C:13]=3[N:20]=2)[CH2:4]1.[Cl:23]C(Cl)(O[C:27](=[O:33])OC(Cl)(Cl)Cl)Cl.[NH2:35][C:36]1[CH:41]=[CH:40][N:39]=[CH:38][N:37]=1. (2) Given the product [C:5]([C:19]1[C:10]([Cl:9])=[C:11]2[C:16](=[C:17]([Cl:20])[CH:18]=1)[S:15][CH2:14][CH2:13][C:12]2([CH3:22])[CH3:21])(=[O:7])[CH3:6], predict the reactants needed to synthesize it. The reactants are: [Cl-].[Al+3].[Cl-].[Cl-].[C:5](Cl)(=[O:7])[CH3:6].[Cl:9][C:10]1[CH:19]=[CH:18][C:17]([Cl:20])=[C:16]2[C:11]=1[C:12]([CH3:22])([CH3:21])[CH2:13][CH2:14][S:15]2. (3) Given the product [Cl:1][C:2]1[CH:3]=[C:4]([NH:9][C:10]([C:12]2([C:19]3[CH:24]=[CH:23][C:22]([C:32]4[CH:31]=[CH:30][CH:29]=[C:28]([C:26]#[N:27])[CH:33]=4)=[CH:21][CH:20]=3)[CH2:17][CH2:16][N:15]([CH3:18])[CH2:14][CH2:13]2)=[O:11])[CH:5]=[C:6]([Cl:8])[CH:7]=1, predict the reactants needed to synthesize it. The reactants are: [Cl:1][C:2]1[CH:3]=[C:4]([NH:9][C:10]([C:12]2([C:19]3[CH:24]=[CH:23][C:22](I)=[CH:21][CH:20]=3)[CH2:17][CH2:16][N:15]([CH3:18])[CH2:14][CH2:13]2)=[O:11])[CH:5]=[C:6]([Cl:8])[CH:7]=1.[C:26]([C:28]1[CH:29]=[C:30](B(O)O)[CH:31]=[CH:32][CH:33]=1)#[N:27].C([O-])([O-])=O.[Na+].[Na+].CCO. (4) Given the product [CH:1]1([CH:7]([NH:20][C:21]2[CH:22]=[CH:23][C:24]([C:27]([NH:29][CH2:30][CH2:31][C:32]([OH:34])=[O:33])=[O:28])=[CH:25][CH:26]=2)[C:9]2[C:10]([CH3:19])=[N:11][N:12]([C:14]([CH3:18])([CH3:17])[CH2:15][CH3:16])[CH:13]=2)[CH2:6][CH2:5][CH2:4][CH2:3][CH2:2]1, predict the reactants needed to synthesize it. The reactants are: [CH:1]1([CH:7]([C:9]2[C:10]([CH3:19])=[N:11][N:12]([C:14]([CH3:18])([CH3:17])[CH2:15][CH3:16])[CH:13]=2)O)[CH2:6][CH2:5][CH2:4][CH2:3][CH2:2]1.[NH2:20][C:21]1[CH:26]=[CH:25][C:24]([C:27]([NH:29][CH2:30][CH2:31][C:32]([O:34]CC)=[O:33])=[O:28])=[CH:23][CH:22]=1. (5) Given the product [F:13][C:14]1[CH:19]=[CH:18][C:17]([C:20]2[C:29]3[CH2:28][CH2:27][CH2:26][NH:25][C:24]=3[N:23]=[C:22]([CH:31]([CH3:32])[CH3:33])[C:21]=2[C:34]([O:36][CH3:37])=[O:35])=[CH:16][CH:15]=1, predict the reactants needed to synthesize it. The reactants are: COCCO[AlH2-]OCCOC.[Na+].[F:13][C:14]1[CH:19]=[CH:18][C:17]([C:20]2[C:29]3[CH2:28][CH2:27][C:26](=O)[NH:25][C:24]=3[N:23]=[C:22]([CH:31]([CH3:33])[CH3:32])[C:21]=2[C:34]([O:36][CH3:37])=[O:35])=[CH:16][CH:15]=1.